Dataset: Catalyst prediction with 721,799 reactions and 888 catalyst types from USPTO. Task: Predict which catalyst facilitates the given reaction. (1) The catalyst class is: 402. Product: [Cl:42][C:41]1[CH:40]=[CH:39][C:22]([O:23][C:24]2[CH:25]=[CH:26][C:27]3[N:28]([N:30]=[C:31]([NH:33][C:34]([CH:36]4[CH2:38][CH2:37]4)=[O:35])[N:32]=3)[CH:29]=2)=[CH:21][C:20]=1[NH:19][C:7]([C:6]1[N:2]([CH3:1])[N:3]=[CH:4][CH:5]=1)=[O:9]. Reactant: [CH3:1][N:2]1[C:6]([C:7]([OH:9])=O)=[CH:5][CH:4]=[N:3]1.O1CCCC1.S(Cl)(Cl)=O.[NH2:19][C:20]1[CH:21]=[C:22]([CH:39]=[CH:40][C:41]=1[Cl:42])[O:23][C:24]1[CH:25]=[CH:26][C:27]2[N:28]([N:30]=[C:31]([NH:33][C:34]([CH:36]3[CH2:38][CH2:37]3)=[O:35])[N:32]=2)[CH:29]=1. (2) Reactant: Br[C:2]1[C:7]([N+:8]([O-:10])=[O:9])=[CH:6][C:5]([Br:11])=[CH:4][N:3]=1.[CH2:12]([N:14](CC)C(=O)C)C. Product: [Br:11][C:5]1[CH:6]=[C:7]([N+:8]([O-:10])=[O:9])[C:2]([C:12]#[N:14])=[N:3][CH:4]=1. The catalyst class is: 6. (3) Reactant: [CH3:1][C:2](=[CH2:13])[CH2:3][O:4][C:5]1[CH:12]=[CH:11][C:8]([CH:9]=O)=[CH:7][CH:6]=1.[C:14]1([S:20]([CH2:23][C:24]#[N:25])(=[O:22])=[O:21])[CH:19]=[CH:18][CH:17]=[CH:16][CH:15]=1.N1CCCCC1. Product: [C:14]1([S:20]([C:23](=[CH:9][C:8]2[CH:11]=[CH:12][C:5]([O:4][CH2:3][C:2]([CH3:1])=[CH2:13])=[CH:6][CH:7]=2)[C:24]#[N:25])(=[O:21])=[O:22])[CH:15]=[CH:16][CH:17]=[CH:18][CH:19]=1. The catalyst class is: 8. (4) Reactant: [OH:1][C@@H:2]1[CH2:6][CH2:5][NH:4][CH2:3]1.[C:7]([O:11][C:12](=[O:22])[NH:13][C:14]1[CH:19]=[CH:18][C:17]([CH2:20]Br)=[CH:16][N:15]=1)([CH3:10])([CH3:9])[CH3:8].C([O-])([O-])=O.[Cs+].[Cs+]. Product: [C:7]([O:11][C:12](=[O:22])[NH:13][C:14]1[CH:19]=[CH:18][C:17]([CH2:20][N:4]2[CH2:5][CH2:6][C@@H:2]([OH:1])[CH2:3]2)=[CH:16][N:15]=1)([CH3:10])([CH3:9])[CH3:8]. The catalyst class is: 3. (5) Reactant: Br[C:2]1[C:11]2[C:6](=[CH:7][CH:8]=[CH:9][CH:10]=2)[C:5](=[O:12])[O:4][C:3]=1[CH:13]([OH:15])[CH3:14].[O:16]1[CH2:21][CH:20]=[C:19](B2OC(C)(C)C(C)(C)O2)[CH2:18][CH2:17]1.C([O-])([O-])=O.[Cs+].[Cs+]. Product: [O:16]1[CH2:17][CH:18]=[C:19]([C:2]2[C:11]3[C:6](=[CH:7][CH:8]=[CH:9][CH:10]=3)[C:5](=[O:12])[O:4][C:3]=2[CH:13]([OH:15])[CH3:14])[CH2:20][CH2:21]1. The catalyst class is: 73.